From a dataset of Full USPTO retrosynthesis dataset with 1.9M reactions from patents (1976-2016). Predict the reactants needed to synthesize the given product. (1) Given the product [ClH:28].[CH3:1][CH:2]1[CH2:11][C:10]2[C:5](=[CH:6][CH:7]=[C:8]([CH2:12][CH2:13][N:14]3[CH2:15][CH2:16][NH:17][CH2:18][CH2:19]3)[CH:9]=2)[C:4](=[O:27])[O:3]1, predict the reactants needed to synthesize it. The reactants are: [CH3:1][CH:2]1[CH2:11][C:10]2[C:5](=[CH:6][CH:7]=[C:8]([CH2:12][CH2:13][N:14]3[CH2:19][CH2:18][N:17](C(OCCCC)=O)[CH2:16][CH2:15]3)[CH:9]=2)[C:4](=[O:27])[O:3]1.[ClH:28]. (2) Given the product [Cl:1][C:2]1[CH:9]=[CH:8][C:5]([CH2:6][C:11]#[N:12])=[C:4]([CH3:10])[CH:3]=1, predict the reactants needed to synthesize it. The reactants are: [Cl:1][C:2]1[CH:9]=[CH:8][C:5]([CH2:6]Cl)=[C:4]([CH3:10])[CH:3]=1.[C-:11]#[N:12].[K+]. (3) Given the product [NH:1]1[C:9]2[C:4](=[CH:5][CH:6]=[CH:7][CH:8]=2)[C:3]([CH2:10][C@@H:11]([NH:34][C:35](=[O:47])[C:36]([NH2:39])([CH3:38])[CH3:37])[C:12]([N:14]2[CH2:33][CH2:32][CH2:31][C:16]3([C:20](=[O:21])[N:19]([CH:22]([CH3:24])[CH3:23])[CH2:18][CH:17]3[C:25]3[CH:30]=[CH:29][CH:28]=[CH:27][CH:26]=3)[CH2:15]2)=[O:13])=[CH:2]1, predict the reactants needed to synthesize it. The reactants are: [NH:1]1[C:9]2[C:4](=[CH:5][CH:6]=[CH:7][CH:8]=2)[C:3]([CH2:10][C@@H:11]([NH:34][C:35](=[O:47])[C:36]([NH:39]C(=O)OC(C)(C)C)([CH3:38])[CH3:37])[C:12]([N:14]2[CH2:33][CH2:32][CH2:31][C:16]3([C:20](=[O:21])[N:19]([CH:22]([CH3:24])[CH3:23])[CH2:18][CH:17]3[C:25]3[CH:30]=[CH:29][CH:28]=[CH:27][CH:26]=3)[CH2:15]2)=[O:13])=[CH:2]1.C(O)(C(F)(F)F)=O.CO. (4) Given the product [CH:13]1([O:12][C:11]([N:18]2[CH2:23][CH2:22][CH:21]([O:24][N:25]=[C:26]3[CH2:31][CH2:30][N:29]([C:32]4[CH:37]=[CH:36][C:35]([S:38]([CH3:41])(=[O:39])=[O:40])=[CH:34][C:33]=4[F:42])[CH2:28][CH2:27]3)[CH2:20][CH2:19]2)=[O:17])[CH2:14][CH2:15][CH2:16]1, predict the reactants needed to synthesize it. The reactants are: [N+](C1C=CC(O[C:11](=[O:17])[O:12][CH:13]2[CH2:16][CH2:15][CH2:14]2)=CC=1)([O-])=O.[N:18]1(C2C=CC=CN=2)[CH2:23][CH2:22][CH:21]([O:24][N:25]=[C:26]2[CH2:31][CH2:30][N:29]([C:32]3[CH:37]=[CH:36][C:35]([S:38]([CH3:41])(=[O:40])=[O:39])=[CH:34][C:33]=3[F:42])[CH2:28][CH2:27]2)[CH2:20][CH2:19]1.